This data is from Retrosynthesis with 50K atom-mapped reactions and 10 reaction types from USPTO. The task is: Predict the reactants needed to synthesize the given product. Given the product O=C(Nc1ccccc1)NC1CCN(Cc2ccccc2)CC1, predict the reactants needed to synthesize it. The reactants are: NC1CCN(Cc2ccccc2)CC1.O=C=Nc1ccccc1.